Predict the reactants needed to synthesize the given product. From a dataset of Full USPTO retrosynthesis dataset with 1.9M reactions from patents (1976-2016). (1) Given the product [CH3:18][O:19][C:20]1[CH:21]=[C:22]([C:28]2([CH2:33][NH:34][C:13]([C:11]3[N:12]=[C:8]([CH2:7][C:6]4[CH:5]=[CH:4][C:3]([O:2][CH3:1])=[CH:17][CH:16]=4)[O:9][CH:10]=3)=[O:15])[CH2:29][CH2:30][CH2:31][CH2:32]2)[CH:23]=[CH:24][C:25]=1[O:26][CH3:27], predict the reactants needed to synthesize it. The reactants are: [CH3:1][O:2][C:3]1[CH:17]=[CH:16][C:6]([CH2:7][C:8]2[O:9][CH:10]=[C:11]([C:13]([OH:15])=O)[N:12]=2)=[CH:5][CH:4]=1.[CH3:18][O:19][C:20]1[CH:21]=[C:22]([C:28]2([CH2:33][NH:34]C(C3N=C(CC4C=CC(OC)=CC=4)SC=3)=O)[CH2:32][CH2:31][CH2:30][CH2:29]2)[CH:23]=[CH:24][C:25]=1[O:26][CH3:27]. (2) Given the product [CH2:32]([SH:46])[CH2:33][CH2:53][CH2:54][CH2:30][CH2:31][CH2:19][CH2:20][CH2:21][CH2:22][CH2:23][CH3:24], predict the reactants needed to synthesize it. The reactants are: S(C(CC(O[CH2:19][CH2:20][CH2:21][CH2:22][CH2:23][CH3:24])=O)C(O[CH2:19][CH2:20][CH2:21][CH2:22][CH2:23][CH3:24])=O)(O)(=O)=O.[Na].C(O[CH:30]=[CH2:31])(=O)C.[CH2:32]=[CH2:33].[O-]S(OOS([O-])(=O)=O)(=O)=O.[K+].[K+].[S:46]([O-])[O-].C=O.[Na+].[Na+].[C:53](O)(=O)[CH3:54]. (3) Given the product [CH3:1][O:2][C:3](=[O:20])[C:4]1[CH:9]=[CH:8][C:7]([O:10][CH:11]2[CH2:14][C:13]([F:15])([F:16])[CH2:12]2)=[C:6]([NH2:17])[CH:5]=1, predict the reactants needed to synthesize it. The reactants are: [CH3:1][O:2][C:3](=[O:20])[C:4]1[CH:9]=[CH:8][C:7]([O:10][CH:11]2[CH2:14][C:13]([F:16])([F:15])[CH2:12]2)=[C:6]([N+:17]([O-])=O)[CH:5]=1.CC(=O)OCC. (4) Given the product [Cl:1][C:2]1[CH:7]=[C:6]([OH:8])[CH:5]=[C:4]([Cl:9])[C:3]=1[NH:10][C:18]1[CH:17]=[CH:16][CH:15]=[CH:14][C:13]=1[CH2:12][C:11]([OH:19])=[O:20], predict the reactants needed to synthesize it. The reactants are: [Cl:1][C:2]1[CH:7]=[C:6]([OH:8])[CH:5]=[C:4]([Cl:9])[C:3]=1[N:10]1[C:18]2[C:13](=[CH:14][CH:15]=[CH:16][CH:17]=2)[CH2:12][C:11]1=[O:19].[OH-:20].[Na+].[OH-].[K+]. (5) Given the product [CH2:1]([C@H:8]1[CH2:12][O:11][C:10](=[O:13])[N:9]1[C:14](=[O:20])[C@@H:15]([O:16][CH:17]([CH3:18])[CH3:19])[C@@H:49]([C:48]1[CH:51]=[CH:52][CH:53]=[C:46]([O:45][CH2:38][C:39]2[CH:44]=[CH:43][CH:42]=[CH:41][CH:40]=2)[CH:47]=1)[OH:50])[C:2]1[CH:7]=[CH:6][CH:5]=[CH:4][CH:3]=1, predict the reactants needed to synthesize it. The reactants are: [CH2:1]([C@H:8]1[CH2:12][O:11][C:10](=[O:13])[N:9]1[C:14](=[O:20])[CH2:15][O:16][CH:17]([CH3:19])[CH3:18])[C:2]1[CH:7]=[CH:6][CH:5]=[CH:4][CH:3]=1.[O-]S(C(F)(F)F)(=O)=O.C([B+]CCCC)CCC.[CH2:38]([O:45][C:46]1[CH:47]=[C:48]([CH:51]=[CH:52][CH:53]=1)[CH:49]=[O:50])[C:39]1[CH:44]=[CH:43][CH:42]=[CH:41][CH:40]=1.C(O)(=O)CC(CC(O)=O)(C(O)=O)O.P([O-])(O)(O)=O.[Na+].OO. (6) The reactants are: C(OC([N:8]1[CH2:13][CH2:12][N:11]([C:14]2[CH:19]=[N:18][C:17]([NH:20]C(OC(C)(C)C)=O)=[C:16]([O:28][CH2:29][C:30]3[CH:35]=[CH:34][CH:33]=[C:32]([Cl:36])[CH:31]=3)[N:15]=2)[CH2:10][CH2:9]1)=O)(C)(C)C.FC(F)(F)C(O)=O. Given the product [Cl:36][C:32]1[CH:31]=[C:30]([CH:35]=[CH:34][CH:33]=1)[CH2:29][O:28][C:16]1[N:15]=[C:14]([N:11]2[CH2:10][CH2:9][NH:8][CH2:13][CH2:12]2)[CH:19]=[N:18][C:17]=1[NH2:20], predict the reactants needed to synthesize it. (7) Given the product [CH3:1][O:2][CH2:3][CH2:4][CH2:5][N:6]1[C:11]2[CH:12]=[C:13]([CH2:16][O:17][C@H:18]3[CH2:23][N:22]([S:24]([C:27]4[CH:32]=[CH:31][C:30]([CH3:33])=[CH:29][CH:28]=4)(=[O:25])=[O:26])[C@H:21]([CH2:34][C:35]([CH3:40])([CH3:39])[C:36]([NH:55][CH:52]4[CH2:53][CH2:54][O:49][CH2:50][CH2:51]4)=[O:37])[CH2:20][CH2:19]3)[CH:14]=[CH:15][C:10]=2[O:9][CH2:8][CH2:7]1, predict the reactants needed to synthesize it. The reactants are: [CH3:1][O:2][CH2:3][CH2:4][CH2:5][N:6]1[C:11]2[CH:12]=[C:13]([CH2:16][O:17][C@H:18]3[CH2:23][N:22]([S:24]([C:27]4[CH:32]=[CH:31][C:30]([CH3:33])=[CH:29][CH:28]=4)(=[O:26])=[O:25])[C@H:21]([CH2:34][C:35]([CH3:40])([CH3:39])[C:36](O)=[O:37])[CH2:20][CH2:19]3)[CH:14]=[CH:15][C:10]=2[O:9][CH2:8][CH2:7]1.ClC(N(C)C)=C(C)C.[O:49]1[CH2:54][CH2:53][CH:52]([NH2:55])[CH2:51][CH2:50]1.